From a dataset of Full USPTO retrosynthesis dataset with 1.9M reactions from patents (1976-2016). Predict the reactants needed to synthesize the given product. (1) Given the product [NH2:1][C:4]1[CH:5]=[C:6]([C:14]2[CH:19]=[CH:18][C:17]([C:20]([F:21])([F:22])[F:23])=[CH:16][CH:15]=2)[CH:7]=[CH:8][C:9]=1[NH:10][C:11]([NH2:13])=[O:12], predict the reactants needed to synthesize it. The reactants are: [N+:1]([C:4]1[CH:5]=[C:6]([C:14]2[CH:19]=[CH:18][C:17]([C:20]([F:23])([F:22])[F:21])=[CH:16][CH:15]=2)[CH:7]=[CH:8][C:9]=1[NH:10][C:11]([NH2:13])=[O:12])([O-])=O.[H][H]. (2) Given the product [ClH:1].[NH2:38][CH:35]1[CH2:34][CH2:33][N:32]([C:29]2[N:30]=[CH:31][C:26]3[CH:25]=[C:24]([C:22]([NH:21][C:3]4[CH:4]=[C:5]([C:8](=[O:20])[NH:9][CH:10]([C:14]5[CH:15]=[CH:16][CH:17]=[CH:18][CH:19]=5)[CH2:11][CH2:12][OH:13])[CH:6]=[CH:7][C:2]=4[Cl:1])=[O:23])[C:47](=[O:48])[NH:46][C:27]=3[N:28]=2)[CH2:37][CH2:36]1, predict the reactants needed to synthesize it. The reactants are: [Cl:1][C:2]1[CH:7]=[CH:6][C:5]([C:8](=[O:20])[NH:9][CH:10]([C:14]2[CH:19]=[CH:18][CH:17]=[CH:16][CH:15]=2)[CH2:11][CH2:12][OH:13])=[CH:4][C:3]=1[NH:21][C:22]([C:24]1[C:47](=[O:48])[NH:46][C:27]2[N:28]=[C:29]([N:32]3[CH2:37][CH2:36][CH:35]([NH:38]C(=O)OC(C)(C)C)[CH2:34][CH2:33]3)[N:30]=[CH:31][C:26]=2[CH:25]=1)=[O:23].Cl. (3) Given the product [F:19][C:20]1[CH:21]=[C:22]([NH:23][C:15]([C:10]2[C:9](=[O:18])[N:8]([C:5]3[CH:4]=[CH:3][C:2]([F:1])=[CH:7][CH:6]=3)[CH:13]=[CH:12][C:11]=2[I:14])=[O:17])[CH:24]=[CH:25][C:26]=1[O:27][C:28]1[CH:33]=[CH:32][N:31]=[C:30]2[CH:34]=[C:35]([C:37]3[CH:42]=[CH:41][CH:40]=[CH:39][CH:38]=3)[O:36][C:29]=12, predict the reactants needed to synthesize it. The reactants are: [F:1][C:2]1[CH:7]=[CH:6][C:5]([N:8]2[CH:13]=[CH:12][C:11]([I:14])=[C:10]([C:15]([OH:17])=O)[C:9]2=[O:18])=[CH:4][CH:3]=1.[F:19][C:20]1[CH:21]=[C:22]([CH:24]=[CH:25][C:26]=1[O:27][C:28]1[CH:33]=[CH:32][N:31]=[C:30]2[CH:34]=[C:35]([C:37]3[CH:42]=[CH:41][CH:40]=[CH:39][CH:38]=3)[O:36][C:29]=12)[NH2:23]. (4) Given the product [CH3:13][N:15]([CH3:16])[CH2:2][CH2:3][C:4]1[CH:9]=[CH:8][CH:7]=[C:6]([N+:10]([O-:12])=[O:11])[CH:5]=1, predict the reactants needed to synthesize it. The reactants are: Br[CH2:2][CH2:3][C:4]1[CH:9]=[CH:8][CH:7]=[C:6]([N+:10]([O-:12])=[O:11])[CH:5]=1.[CH2:13]([N:15](CC)[CH2:16]C)C.CNC.